From a dataset of Catalyst prediction with 721,799 reactions and 888 catalyst types from USPTO. Predict which catalyst facilitates the given reaction. (1) Reactant: [CH2:1]([CH:3]([CH2:42][CH2:43][CH2:44][CH3:45])[CH2:4][N:5]1[C:17]2[CH:16]=[CH:15][C:14]3[CH:18]=[C:19]([C:22](=O)[C:23]4[C:28]([CH3:29])=[CH:27][C:26]([CH3:30])=[CH:25][C:24]=4[CH3:31])[CH:20]=[CH:21][C:13]=3[C:12]=2[C:11]2[CH:10]=[C:9]([C:33]([C:35]3[CH:40]=[CH:39][CH:38]=[CH:37][C:36]=3[CH3:41])=O)[CH:8]=[CH:7][C:6]1=2)[CH3:2].[Cl-].[OH:47][NH3+:48].[OH2:49]. Product: [CH2:1]([CH:3]([CH2:42][CH2:43][CH2:44][CH3:45])[CH2:4][N:5]1[C:17]2[CH:16]=[CH:15][C:14]3[CH:18]=[C:19]([C:22](=[O:49])[C:23]4[C:28]([CH3:29])=[CH:27][C:26]([CH3:30])=[CH:25][C:24]=4[CH3:31])[CH:20]=[CH:21][C:13]=3[C:12]=2[C:11]2[CH:10]=[C:9]([C:33]([C:35]3[CH:40]=[CH:39][CH:38]=[CH:37][C:36]=3[CH3:41])=[N:48][OH:47])[CH:8]=[CH:7][C:6]1=2)[CH3:2]. The catalyst class is: 17. (2) Reactant: Cl[C:2]1[C:11]2=[N:12][N:13](CC3C=CC(OC)=CC=3)[CH:14]=[C:10]2[C:9]2[CH:8]=[CH:7][CH:6]=[C:5]([O:24][CH3:25])[C:4]=2[N:3]=1.[NH2:26][C:27]1[CH:37]=[CH:36][C:30]2[O:31][CH2:32][C:33](=[O:35])[NH:34][C:29]=2[CH:28]=1.Cl. Product: [CH3:25][O:24][C:5]1[C:4]2[N:3]=[C:2]([NH:26][C:27]3[CH:37]=[CH:36][C:30]4[O:31][CH2:32][C:33](=[O:35])[NH:34][C:29]=4[CH:28]=3)[C:11]3=[N:12][NH:13][CH:14]=[C:10]3[C:9]=2[CH:8]=[CH:7][CH:6]=1. The catalyst class is: 71. (3) Reactant: [C:1]([N:8]1[CH2:13][CH2:12][C:11]([CH2:21][NH2:22])([C:14]2[CH:19]=[CH:18][C:17]([Cl:20])=[CH:16][CH:15]=2)[CH2:10][CH2:9]1)([O:3][C:4]([CH3:7])([CH3:6])[CH3:5])=[O:2].[C:23]([C:25]1[C:26]([O:38][CH3:39])=[C:27]([C:35](O)=[O:36])[C:28]2[C:33]([CH:34]=1)=[CH:32][CH:31]=[CH:30][CH:29]=2)#[N:24].C1C=[C:44]2[N:46]=NN(O)C2=CC=1.O.CN1CCOCC1. Product: [ClH:20].[CH3:13][N:8]([CH3:1])[CH2:9][CH2:10][CH2:11][N:46]=[C:44]=[N:24][CH2:23][CH3:25].[C:1]([N:8]1[CH2:9][CH2:10][C:11]([C:14]2[CH:15]=[CH:16][C:17]([Cl:20])=[CH:18][CH:19]=2)([CH2:21][NH:22][C:35]([C:27]2[C:28]3[C:33](=[CH:32][CH:31]=[CH:30][CH:29]=3)[CH:34]=[C:25]([C:23]#[N:24])[C:26]=2[O:38][CH3:39])=[O:36])[CH2:12][CH2:13]1)([O:3][C:4]([CH3:7])([CH3:6])[CH3:5])=[O:2]. The catalyst class is: 2. (4) Reactant: [CH:1]1([N:4]([C:9]2[CH:14]=[C:13]([Cl:15])[N:12]=[C:11](Cl)[N:10]=2)[CH2:5][CH2:6][CH2:7][OH:8])[CH2:3][CH2:2]1.[OH-:17].[Na+]. Product: [Cl:15][C:13]1[CH:14]=[C:9]([N:4]([CH:1]2[CH2:3][CH2:2]2)[CH2:5][CH2:6][CH2:7][OH:8])[NH:10][C:11](=[O:17])[N:12]=1. The catalyst class is: 38. (5) Reactant: [C:1]([C:5]1[CH:10]=[C:9]([Br:11])[CH:8]=[C:7]([C:12]([CH3:15])([CH3:14])[CH3:13])[C:6]=1[OH:16])([CH3:4])([CH3:3])[CH3:2].[CH3:17][Si:18](CCl)([CH3:20])[CH3:19].C1COCC1.[Li+].CCC[CH2-]. Product: [C:12]([C:7]1[CH:8]=[C:9]([Br:11])[CH:10]=[C:5]([C:1]([CH3:4])([CH3:3])[CH3:2])[C:6]=1[O:16][Si:18]([CH3:20])([CH3:19])[CH3:17])([CH3:15])([CH3:14])[CH3:13]. The catalyst class is: 6. (6) Reactant: [CH3:1][O:2][C:3]1[CH:8]=[C:7]([N+:9]([O-:11])=[O:10])[CH:6]=[CH:5][C:4]=1[OH:12].C([O-])([O-])=O.[K+].[K+].Br[CH2:20][CH:21]([O:24][CH3:25])[O:22][CH3:23]. Product: [CH3:23][O:22][CH:21]([O:24][CH3:25])[CH2:20][O:12][C:4]1[CH:5]=[CH:6][C:7]([N+:9]([O-:11])=[O:10])=[CH:8][C:3]=1[O:2][CH3:1]. The catalyst class is: 3. (7) Reactant: ClCCl.[Cl:4][C:5]1[N:10]=[C:9]([NH:11][C:12]2[CH:17]=[CH:16][C:15]([C:18]#[N:19])=[CH:14][CH:13]=2)[N:8]=[C:7]([NH:20][C:21](=[O:28])[C:22]2[CH:27]=[CH:26][CH:25]=[CH:24][CH:23]=2)[CH:6]=1.[Br:29]Br.S(S([O-])(=O)=O)([O-])(=O)=O. Product: [Br:29][C:6]1[C:7]([NH:20][C:21](=[O:28])[C:22]2[CH:23]=[CH:24][CH:25]=[CH:26][CH:27]=2)=[N:8][C:9]([NH:11][C:12]2[CH:13]=[CH:14][C:15]([C:18]#[N:19])=[CH:16][CH:17]=2)=[N:10][C:5]=1[Cl:4]. The catalyst class is: 211. (8) Reactant: [Cl:1][C:2]1[CH:3]=[C:4]([C:10]2[CH:14]=[CH:13][N:12]([CH2:15][C@@H:16]([NH:18][C:19]([C:21]3[N:22]=[C:23]([CH3:26])[NH:24][CH:25]=3)=[O:20])[CH3:17])[N:11]=2)[CH:5]=[CH:6][C:7]=1[C:8]#[N:9].[F:27][CH:28]([F:31])[CH2:29]I.C(=O)([O-])[O-].[Cs+].[Cs+].C1COCC1. Product: [Cl:1][C:2]1[CH:3]=[C:4]([C:10]2[CH:14]=[CH:13][N:12]([CH2:15][C@@H:16]([NH:18][C:19]([C:21]3[N:22]=[C:23]([CH3:26])[N:24]([CH2:29][CH:28]([F:31])[F:27])[CH:25]=3)=[O:20])[CH3:17])[N:11]=2)[CH:5]=[CH:6][C:7]=1[C:8]#[N:9]. The catalyst class is: 10. (9) Reactant: [CH3:1][N:2]([CH2:10][C:11]1([CH2:20][CH:21]=O)[C:19]2[C:14](=[CH:15][CH:16]=[CH:17][CH:18]=2)[CH2:13][CH2:12]1)[C:3](=[O:9])[O:4][C:5]([CH3:8])([CH3:7])[CH3:6].[C@@H:23]12[NH:30][C@@H:27]([CH2:28][CH2:29]1)[CH2:26][CH:25]([N:31]1[C:35]3[CH:36]=[CH:37][CH:38]=[CH:39][C:34]=3[N:33]=[C:32]1[CH3:40])[CH2:24]2.C(O[BH-](OC(=O)C)OC(=O)C)(=O)C.[Na+].C([O-])(O)=O.[Na+]. Product: [CH3:1][N:2]([CH2:10][C:11]1([CH2:20][CH2:21][N:30]2[C@H:27]3[CH2:28][CH2:29][C@@H:23]2[CH2:24][CH:25]([N:31]2[C:35]4[CH:36]=[CH:37][CH:38]=[CH:39][C:34]=4[N:33]=[C:32]2[CH3:40])[CH2:26]3)[C:19]2[C:14](=[CH:15][CH:16]=[CH:17][CH:18]=2)[CH2:13][CH2:12]1)[C:3](=[O:9])[O:4][C:5]([CH3:8])([CH3:7])[CH3:6]. The catalyst class is: 26.